This data is from Catalyst prediction with 721,799 reactions and 888 catalyst types from USPTO. The task is: Predict which catalyst facilitates the given reaction. Product: [CH3:18][O:13][CH:3]1[C:2]([CH3:14])([CH3:1])[C:11]2[C:6](=[CH:7][CH:8]=[CH:9][CH:10]=2)[C:5](=[O:12])[NH:4]1. The catalyst class is: 5. Reactant: [CH3:1][C:2]1([CH3:14])[C:11]2[C:6](=[CH:7][CH:8]=[CH:9][CH:10]=2)[C:5](=[O:12])[NH:4][C:3]1=[O:13].B.[Na].Cl.[CH3:18]O.